Dataset: Catalyst prediction with 721,799 reactions and 888 catalyst types from USPTO. Task: Predict which catalyst facilitates the given reaction. (1) Reactant: [N:1]([CH2:4][C@H:5]1[CH2:9][CH2:8][C:7](=[O:10])[N:6]1[C:11]1[CH:41]=[C:40]([F:42])[CH:39]=[CH:38][C:12]=1[CH2:13][NH:14][C:15]([C:17]1[N:18]=[C:19]2[N:24]([C:25](=[O:35])[C:26]=1[O:27]CC1C=CC=CC=1)[CH2:23][CH2:22][O:21][C:20]2([CH3:37])[CH3:36])=[O:16])=[N+:2]=[N-:3].C(C(O)=O)(F)(F)F.C1(C)C=CC=CC=1. Product: [N:1]([CH2:4][C@H:5]1[CH2:9][CH2:8][C:7](=[O:10])[N:6]1[C:11]1[CH:41]=[C:40]([F:42])[CH:39]=[CH:38][C:12]=1[CH2:13][NH:14][C:15]([C:17]1[N:18]=[C:19]2[N:24]([C:25](=[O:35])[C:26]=1[OH:27])[CH2:23][CH2:22][O:21][C:20]2([CH3:37])[CH3:36])=[O:16])=[N+:2]=[N-:3]. The catalyst class is: 2. (2) The catalyst class is: 5. Reactant: C([NH:4][C:5]1[CH:10]=[C:9]([C:11]2[CH:16]=[CH:15][C:14]([C:17]([F:20])([F:19])[F:18])=[C:13]([F:21])[C:12]=2[F:22])[N:8]=[C:7]([C:23]([O:25]C)=[O:24])[C:6]=1[Cl:27])(=O)C.[OH-].[Na+]. Product: [NH2:4][C:5]1[CH:10]=[C:9]([C:11]2[CH:16]=[CH:15][C:14]([C:17]([F:18])([F:19])[F:20])=[C:13]([F:21])[C:12]=2[F:22])[N:8]=[C:7]([C:23]([OH:25])=[O:24])[C:6]=1[Cl:27]. (3) Reactant: [F:1][C:2]1[CH:7]=[CH:6][C:5]([C:8]2[S:9][CH:10]=[CH:11][N:12]=2)=[CH:4][CH:3]=1.[Li+].CC([N-]C(C)C)C.[CH:21]1[C:30]2[CH2:29][CH2:28][CH2:27][C:26](=[O:31])[C:25]=2[CH:24]=[CH:23][N:22]=1. Product: [F:1][C:2]1[CH:3]=[CH:4][C:5]([C:8]2[S:9][C:10]([C:26]3([OH:31])[CH2:27][CH2:28][CH2:29][C:30]4[CH:21]=[N:22][CH:23]=[CH:24][C:25]3=4)=[CH:11][N:12]=2)=[CH:6][CH:7]=1. The catalyst class is: 1. (4) Reactant: N(C(OCC)=O)=NC(OCC)=O.[C:13]1([CH:19]2[O:24][CH2:23][CH:22]([OH:25])[CH2:21][O:20]2)[CH:18]=[CH:17][CH:16]=[CH:15][CH:14]=1.C1(P(C2C=CC=CC=2)C2C=CC=CC=2)C=CC=CC=1.O[N:46]1[C:50](=[O:51])[C:49]2=[CH:52][CH:53]=[CH:54][CH:55]=[C:48]2[C:47]1=[O:56]. Product: [C:13]1([CH:19]2[O:24][CH2:23][CH:22]([O:25][N:46]3[C:50](=[O:51])[C:49]4[C:48](=[CH:55][CH:54]=[CH:53][CH:52]=4)[C:47]3=[O:56])[CH2:21][O:20]2)[CH:14]=[CH:15][CH:16]=[CH:17][CH:18]=1. The catalyst class is: 1. (5) Reactant: [Cl:1][C:2]1[CH:3]=[C:4]([CH:26]=[CH:27][C:28]=1[Cl:29])[CH2:5][N:6]1[CH2:11][CH2:10][O:9][CH:8]([CH2:12][NH:13][C:14](=[O:25])OC2C=CC([N+]([O-])=O)=CC=2)[CH2:7]1.[CH2:30]([NH2:33])[C:31]#[CH:32].ClCCl. Product: [Cl:1][C:2]1[CH:3]=[C:4]([CH:26]=[CH:27][C:28]=1[Cl:29])[CH2:5][N:6]1[CH2:11][CH2:10][O:9][CH:8]([CH2:12][NH:13][C:14]([NH:33][CH2:30][C:31]#[CH:32])=[O:25])[CH2:7]1. The catalyst class is: 66. (6) Reactant: [OH:1][CH2:2][C:3]1[CH:4]=[C:5]([CH:11]=[CH:12][C:13]=1[CH2:14][NH:15][CH:16]1[C:25]2[N:24]=[CH:23][CH:22]=[CH:21][C:20]=2[CH2:19][CH2:18][CH2:17]1)[CH2:6][NH:7][C:8](=[O:10])[CH3:9].[Cl:26][C:27]1[CH:28]=[C:29]([CH3:35])[C:30]([CH:33]=O)=[N:31][CH:32]=1.[BH-](OC(C)=O)(OC(C)=O)OC(C)=O.[Na+]. Product: [Cl:26][C:27]1[CH:28]=[C:29]([CH3:35])[C:30]([CH2:33][N:15]([CH2:14][C:13]2[CH:12]=[CH:11][C:5]([CH2:6][NH:7][C:8](=[O:10])[CH3:9])=[CH:4][C:3]=2[CH2:2][OH:1])[CH:16]2[C:25]3[N:24]=[CH:23][CH:22]=[CH:21][C:20]=3[CH2:19][CH2:18][CH2:17]2)=[N:31][CH:32]=1. The catalyst class is: 2. (7) Reactant: [CH3:1][C:2](=O)[CH2:3][CH2:4][CH2:5][CH2:6][CH2:7][CH2:8][CH2:9][CH2:10][CH2:11][CH2:12][CH2:13][CH2:14][CH2:15][CH2:16][CH2:17][CH2:18][CH2:19][CH2:20][CH3:21].O.NN.[OH-].[K+]. Product: [CH3:21][CH2:20][CH2:19][CH2:18][CH2:17][CH2:16][CH2:15][CH2:14][CH2:13][CH2:12][CH2:11][CH2:10][CH2:9][CH2:8][CH2:7][CH2:6][CH2:5][CH2:4][CH2:3][CH2:2][CH3:1]. The catalyst class is: 196.